From a dataset of Catalyst prediction with 721,799 reactions and 888 catalyst types from USPTO. Predict which catalyst facilitates the given reaction. (1) Reactant: [OH:1][C:2]([CH3:7])([CH3:6])[C:3]([OH:5])=[O:4].[CH3:8][O:9][C:10]1[CH:17]=[CH:16][C:13]([CH2:14]Cl)=[CH:12][CH:11]=1.C(O)C. Product: [OH:1][C:2]([CH3:7])([CH3:6])[C:3]([O:5][CH2:14][C:13]1[CH:16]=[CH:17][C:10]([O:9][CH3:8])=[CH:11][CH:12]=1)=[O:4]. The catalyst class is: 4. (2) Reactant: [Cl:1][C:2]1[CH:7]=[CH:6][C:5]([S:8]([N:11]([C:37]2[CH:42]=[C:41]([Cl:43])[CH:40]=[CH:39][C:38]=2[Cl:44])[C@H:12]([CH3:36])[CH2:13][CH2:14][CH2:15][O:16]C(C2C=CC=CC=2)(C2C=CC=CC=2)C2C=CC=CC=2)(=[O:10])=[O:9])=[CH:4][CH:3]=1. Product: [Cl:1][C:2]1[CH:3]=[CH:4][C:5]([S:8]([N:11]([C:37]2[CH:42]=[C:41]([Cl:43])[CH:40]=[CH:39][C:38]=2[Cl:44])[C@H:12]([CH3:36])[CH2:13][CH2:14][CH2:15][OH:16])(=[O:10])=[O:9])=[CH:6][CH:7]=1. The catalyst class is: 5. (3) Reactant: [CH3:1][O:2][C:3]([C:5]1[NH:6][CH:7]=[C:8]([I:10])[CH:9]=1)=[O:4].C(N(CC)CC)C.[C:18]1([CH3:28])[CH:23]=[CH:22][C:21]([S:24](O)(=[O:26])=[O:25])=[CH:20][CH:19]=1. The catalyst class is: 112. Product: [CH3:1][O:2][C:3]([C:5]1[N:6]([S:24]([C:21]2[CH:22]=[CH:23][C:18]([CH3:28])=[CH:19][CH:20]=2)(=[O:26])=[O:25])[CH:7]=[C:8]([I:10])[CH:9]=1)=[O:4].